This data is from Full USPTO retrosynthesis dataset with 1.9M reactions from patents (1976-2016). The task is: Predict the reactants needed to synthesize the given product. (1) Given the product [F:12][C:11]([F:14])([F:13])[S:8]([C:5]1[CH:6]=[CH:7][C:2]([B:15]2[O:19][C:18]([CH3:21])([CH3:20])[C:17]([CH3:23])([CH3:22])[O:16]2)=[CH:3][CH:4]=1)(=[O:10])=[O:9], predict the reactants needed to synthesize it. The reactants are: Br[C:2]1[CH:7]=[CH:6][C:5]([S:8]([C:11]([F:14])([F:13])[F:12])(=[O:10])=[O:9])=[CH:4][CH:3]=1.[B:15]1([B:15]2[O:19][C:18]([CH3:21])([CH3:20])[C:17]([CH3:23])([CH3:22])[O:16]2)[O:19][C:18]([CH3:21])([CH3:20])[C:17]([CH3:23])([CH3:22])[O:16]1.ClCCl.C([O-])(=O)C.[K+]. (2) Given the product [CH:22]1([C:20]([N:16]2[C:17]3[C:13](=[CH:12][C:11]([S:8]([N:5]4[CH2:6][CH2:7][CH:2]([NH:1][C:34](=[O:37])[CH:35]=[CH2:36])[CH2:3][CH2:4]4)(=[O:10])=[O:9])=[CH:19][CH:18]=3)[CH2:14][CH2:15]2)=[O:21])[CH2:23][CH2:24]1, predict the reactants needed to synthesize it. The reactants are: [NH2:1][CH:2]1[CH2:7][CH2:6][N:5]([S:8]([C:11]2[CH:12]=[C:13]3[C:17](=[CH:18][CH:19]=2)[N:16]([C:20]([CH:22]2[CH2:24][CH2:23]2)=[O:21])[CH2:15][CH2:14]3)(=[O:10])=[O:9])[CH2:4][CH2:3]1.C(N(C(C)C)CC)(C)C.[C:34](Cl)(=[O:37])[CH:35]=[CH2:36]. (3) Given the product [F:38][C:4]1[CH:3]=[C:2]([NH:1][C:49]([NH:48][C:46](=[O:47])[CH2:45][C:39]2[CH:40]=[CH:41][CH:42]=[CH:43][CH:44]=2)=[S:50])[CH:37]=[CH:36][C:5]=1[O:6][C:7]1[CH:12]=[CH:11][N:10]=[C:9]2[CH:13]=[C:14]([C:16]3[CH:17]=[CH:18][C:19]([CH2:20][N:21]4[CH2:22][CH2:23][NH:24][CH2:25][CH2:26]4)=[CH:34][CH:35]=3)[S:15][C:8]=12, predict the reactants needed to synthesize it. The reactants are: [NH2:1][C:2]1[CH:37]=[CH:36][C:5]([O:6][C:7]2[CH:12]=[CH:11][N:10]=[C:9]3[CH:13]=[C:14]([C:16]4[CH:35]=[CH:34][C:19]([CH2:20][N:21]5[CH2:26][CH2:25][N:24](C(OC(C)(C)C)=O)[CH2:23][CH2:22]5)=[CH:18][CH:17]=4)[S:15][C:8]=23)=[C:4]([F:38])[CH:3]=1.[C:39]1([CH2:45][C:46]([N:48]=[C:49]=[S:50])=[O:47])[CH:44]=[CH:43][CH:42]=[CH:41][CH:40]=1. (4) The reactants are: N(C(OC(C)C)=O)=NC(OC(C)C)=O.C1(P(C2C=CC=CC=2)C2C=CC=CC=2)C=CC=CC=1.[C:34]([O:38][C:39](=[O:44])[NH:40][CH2:41][CH2:42]O)([CH3:37])([CH3:36])[CH3:35].[SH:45][C:46]1[CH:55]=[CH:54][C:49]([C:50]([O:52][CH3:53])=[O:51])=[CH:48][CH:47]=1. Given the product [CH3:35][C:34]([O:38][C:39]([NH:40][CH2:41][CH2:42][S:45][C:46]1[CH:47]=[CH:48][C:49]([C:50]([O:52][CH3:53])=[O:51])=[CH:54][CH:55]=1)=[O:44])([CH3:37])[CH3:36], predict the reactants needed to synthesize it. (5) Given the product [C:26]([O:25][C:23](=[O:24])[NH:22][N:21]1[CH2:15][CH2:16][CH2:17][CH:18]([C:30]2[CH:35]=[C:34]([F:36])[C:33]([F:37])=[C:32]([F:38])[CH:31]=2)[C:19]1=[O:20])([CH3:29])([CH3:28])[CH3:27], predict the reactants needed to synthesize it. The reactants are: [I-].[Na+].[H-].[Na+].N1(O[CH2:15][CH2:16][CH2:17][CH:18]([C:30]2[CH:35]=[C:34]([F:36])[C:33]([F:37])=[C:32]([F:38])[CH:31]=2)[C:19]([NH:21][NH:22][C:23]([O:25][C:26]([CH3:29])([CH3:28])[CH3:27])=[O:24])=[O:20])C2C=CC=CC=2N=N1.O.C(=O)(O)[O-].[Na+]. (6) Given the product [F:15][C:16]1[CH:21]=[CH:20][C:19]([C:2]2[C:3]([C:4]([OH:6])=[O:5])=[CH:7][C:8]([S:11]([CH3:14])(=[O:13])=[O:12])=[CH:9][CH:10]=2)=[CH:18][CH:17]=1, predict the reactants needed to synthesize it. The reactants are: I[C:2]1[CH:10]=[CH:9][C:8]([S:11]([CH3:14])(=[O:13])=[O:12])=[CH:7][C:3]=1[C:4]([OH:6])=[O:5].[F:15][C:16]1[CH:21]=[CH:20][C:19](B(O)O)=[CH:18][CH:17]=1.C(=O)([O-])[O-].[Na+].[Na+]. (7) Given the product [C:17]([O:9][CH2:8][CH:7]([C:1]1[CH:2]=[CH:3][CH:4]=[CH:5][CH:6]=1)[S:10][C:11]1[CH:16]=[CH:15][CH:14]=[CH:13][CH:12]=1)(=[O:21])[C:18]([CH3:20])=[CH2:19], predict the reactants needed to synthesize it. The reactants are: [C:1]1([CH:7]([S:10][C:11]2[CH:16]=[CH:15][CH:14]=[CH:13][CH:12]=2)[CH2:8][OH:9])[CH:6]=[CH:5][CH:4]=[CH:3][CH:2]=1.[C:17](OC)(=[O:21])[C:18]([CH3:20])=[CH2:19].C([Sn](=O)CCCC)CCC.COC1C=CC(O)=CC=1.